Dataset: Catalyst prediction with 721,799 reactions and 888 catalyst types from USPTO. Task: Predict which catalyst facilitates the given reaction. Reactant: CN([CH:4]=[O:5])C.P(Br)(Br)[Br:7].[C:10]1(=O)[CH2:15][CH2:14][CH2:13][CH2:12][CH2:11]1.C([O-])(O)=O.[Na+]. Product: [Br:7][C:10]1[CH2:15][CH2:14][CH2:13][CH2:12][C:11]=1[CH:4]=[O:5]. The catalyst class is: 146.